From a dataset of NCI-60 drug combinations with 297,098 pairs across 59 cell lines. Regression. Given two drug SMILES strings and cell line genomic features, predict the synergy score measuring deviation from expected non-interaction effect. (1) Drug 1: C1=C(C(=O)NC(=O)N1)N(CCCl)CCCl. Drug 2: C1CN(CCN1C(=O)CCBr)C(=O)CCBr. Cell line: CAKI-1. Synergy scores: CSS=59.9, Synergy_ZIP=-5.80, Synergy_Bliss=-3.01, Synergy_Loewe=0.441, Synergy_HSA=2.96. (2) Drug 1: CC1=C(C(CCC1)(C)C)C=CC(=CC=CC(=CC(=O)O)C)C. Drug 2: CC1C(C(CC(O1)OC2CC(CC3=C2C(=C4C(=C3O)C(=O)C5=C(C4=O)C(=CC=C5)OC)O)(C(=O)CO)O)N)O.Cl. Cell line: LOX IMVI. Synergy scores: CSS=37.2, Synergy_ZIP=-5.51, Synergy_Bliss=-1.75, Synergy_Loewe=-21.8, Synergy_HSA=-1.82. (3) Drug 1: CN1CCC(CC1)COC2=C(C=C3C(=C2)N=CN=C3NC4=C(C=C(C=C4)Br)F)OC. Drug 2: CC1C(C(=O)NC(C(=O)N2CCCC2C(=O)N(CC(=O)N(C(C(=O)O1)C(C)C)C)C)C(C)C)NC(=O)C3=C4C(=C(C=C3)C)OC5=C(C(=O)C(=C(C5=N4)C(=O)NC6C(OC(=O)C(N(C(=O)CN(C(=O)C7CCCN7C(=O)C(NC6=O)C(C)C)C)C)C(C)C)C)N)C. Cell line: SNB-19. Synergy scores: CSS=24.1, Synergy_ZIP=32.5, Synergy_Bliss=31.8, Synergy_Loewe=31.9, Synergy_HSA=31.4. (4) Drug 1: CNC(=O)C1=NC=CC(=C1)OC2=CC=C(C=C2)NC(=O)NC3=CC(=C(C=C3)Cl)C(F)(F)F. Drug 2: C1CNP(=O)(OC1)N(CCCl)CCCl. Cell line: NCI-H522. Synergy scores: CSS=1.73, Synergy_ZIP=1.62, Synergy_Bliss=4.20, Synergy_Loewe=1.03, Synergy_HSA=0.634. (5) Drug 1: C1=C(C(=O)NC(=O)N1)F. Drug 2: CC1=C(C(CCC1)(C)C)C=CC(=CC=CC(=CC(=O)O)C)C. Cell line: 786-0. Synergy scores: CSS=23.8, Synergy_ZIP=-1.51, Synergy_Bliss=-5.00, Synergy_Loewe=-7.07, Synergy_HSA=-5.36.